From a dataset of M1 muscarinic receptor antagonist screen with 61,756 compounds. Binary Classification. Given a drug SMILES string, predict its activity (active/inactive) in a high-throughput screening assay against a specified biological target. (1) The compound is O(C1CCC(OC(=O)C)c2n([O-])c(c([n+](=O)c12)C)C)C(=O)C. The result is 0 (inactive). (2) The drug is O(Cc1n(N)c(=O)c2c(n1)cccc2)c1cc(OC)ccc1. The result is 0 (inactive).